From a dataset of HIV replication inhibition screening data with 41,000+ compounds from the AIDS Antiviral Screen. Binary Classification. Given a drug SMILES string, predict its activity (active/inactive) in a high-throughput screening assay against a specified biological target. (1) The molecule is O=C(C=Cc1ccccc1)c1ccc(NCc2nc3ccccc3[nH]2)cc1. The result is 0 (inactive). (2) The drug is [O+]#C[Ni-4]12(C#[O+])(C#[O+])[PH](c3ccccc3)(CC[PH]1(c1ccccc1)c1ccccc1)CC[PH]2(c1ccccc1)c1ccccc1. The result is 0 (inactive). (3) The molecule is O=c1cc(-c2ccccc2)oc2cc(OCCCOc3ccc4c(=O)cc(-c5ccccc5)oc4c3)ccc12. The result is 0 (inactive). (4) The molecule is O=C(O)COc1c2occc2cc2ccc(=O)oc12. The result is 0 (inactive). (5) The compound is CC1=CC(=O)N2C(OCC2c2ccccc2)O1. The result is 0 (inactive). (6) The drug is Cn1c(C2CCCc3c2c2ccccc2n3C)cc2ccccc21. The result is 0 (inactive). (7) The compound is COc1cc(COC(=O)N2CSCC2C(=O)O)c([N+](=O)[O-])cc1OC. The result is 0 (inactive).